From a dataset of Full USPTO retrosynthesis dataset with 1.9M reactions from patents (1976-2016). Predict the reactants needed to synthesize the given product. (1) Given the product [NH2:25][C:22]1[CH:23]=[CH:24][C:19]([NH:18][C:16]([C@H:11]2[CH2:10][C@H:9]([NH:8][C:5]3[N:4]=[C:3]([C:33]4[C:41]5[C:36](=[CH:37][CH:38]=[CH:39][CH:40]=5)[NH:35][CH:34]=4)[C:2]([Cl:1])=[CH:7][N:6]=3)[CH2:14][N:13]([CH3:15])[CH2:12]2)=[O:17])=[CH:20][CH:21]=1, predict the reactants needed to synthesize it. The reactants are: [Cl:1][C:2]1[C:3]([C:33]2[C:41]3[C:36](=[CH:37][CH:38]=[CH:39][CH:40]=3)[NH:35][CH:34]=2)=[N:4][C:5]([NH:8][C@@H:9]2[CH2:14][N:13]([CH3:15])[CH2:12][C@@H:11]([C:16]([NH:18][C:19]3[CH:24]=[CH:23][C:22]([NH:25]C(=O)OC(C)(C)C)=[CH:21][CH:20]=3)=[O:17])[CH2:10]2)=[N:6][CH:7]=1. (2) Given the product [F:35][C:36]1[CH:41]=[CH:40][CH:39]=[CH:38][C:37]=1[C:20]1[CH:21]=[CH:22][C:17]([O:16][CH:13]2[CH2:14][CH2:15][N:11]([C:8]3[CH:9]=[CH:10][C:5]([O:4][CH2:3][C:2]([OH:1])([CH3:28])[CH3:27])=[C:6]([O:25][CH3:26])[CH:7]=3)[C:12]2=[O:24])=[CH:18][CH:19]=1, predict the reactants needed to synthesize it. The reactants are: [OH:1][C:2]([CH3:28])([CH3:27])[CH2:3][O:4][C:5]1[CH:10]=[CH:9][C:8]([N:11]2[CH2:15][CH2:14][CH:13]([O:16][C:17]3[CH:22]=[CH:21][C:20](I)=[CH:19][CH:18]=3)[C:12]2=[O:24])=[CH:7][C:6]=1[O:25][CH3:26].C([O-])([O-])=O.[Na+].[Na+].[F:35][C:36]1[CH:41]=[CH:40][CH:39]=[CH:38][C:37]=1B(O)O. (3) Given the product [CH3:15][O:16][C:17](=[O:24])[CH:18]([N:10]1[C:11]2[C:7](=[CH:6][CH:5]=[C:4]([Cl:3])[CH:12]=2)[C:8](=[O:14])[C:9]1=[O:13])[CH2:19][CH:20]([CH3:22])[CH3:21], predict the reactants needed to synthesize it. The reactants are: [H-].[Na+].[Cl:3][C:4]1[CH:12]=[C:11]2[C:7]([C:8](=[O:14])[C:9](=[O:13])[NH:10]2)=[CH:6][CH:5]=1.[CH3:15][O:16][C:17](=[O:24])[CH:18](Br)[CH2:19][CH:20]([CH3:22])[CH3:21]. (4) Given the product [OH:42][C:36]([C:38]([F:41])([F:40])[F:39])=[O:37].[Br:35][C:25]1[C:26]([NH:28][CH2:29][CH:30]2[CH2:34][CH2:33][CH2:32][O:31]2)=[N:27][C:22]([NH:21][C:18]2[CH:19]=[CH:20][C:15]([N:12]3[CH2:13][CH2:14][NH:9][CH2:10][CH2:11]3)=[CH:16][CH:17]=2)=[N:23][CH:24]=1, predict the reactants needed to synthesize it. The reactants are: Cl.C(OC([N:9]1[CH2:14][CH2:13][N:12]([C:15]2[CH:20]=[CH:19][C:18]([NH:21][C:22]3[N:27]=[C:26]([NH:28][CH2:29][CH:30]4[CH2:34][CH2:33][CH2:32][O:31]4)[C:25]([Br:35])=[CH:24][N:23]=3)=[CH:17][CH:16]=2)[CH2:11][CH2:10]1)=O)(C)(C)C.[C:36]([OH:42])([C:38]([F:41])([F:40])[F:39])=[O:37]. (5) The reactants are: [NH2:1][CH2:2][CH2:3][S:4]([C:6]1[CH:7]=[C:8]([C:20]2[NH:21][CH:22]=[CH:23][CH:24]=2)[C:9]2[C:10](=[O:19])[NH:11][C:12]3[C:17]=2[C:16]=1[C:15]([F:18])=[CH:14][CH:13]=3)=[O:5].[ClH:25]. Given the product [ClH:25].[NH2:1][CH2:2][CH2:3][S:4]([C:6]1[CH:7]=[C:8]([C:20]2[NH:21][CH:22]=[CH:23][CH:24]=2)[C:9]2[C:10](=[O:19])[NH:11][C:12]3[C:17]=2[C:16]=1[C:15]([F:18])=[CH:14][CH:13]=3)=[O:5], predict the reactants needed to synthesize it. (6) Given the product [F:38][C:2]1([F:1])[C@H:6]([OH:7])[C@@H:5]([CH2:18][OH:19])[O:4][C@H:3]1[N:30]1[CH:37]=[CH:36][C:34]([NH2:35])=[N:33][C:31]1=[O:32], predict the reactants needed to synthesize it. The reactants are: [F:1][C:2]1([F:38])[C@:6](OC(=O)C2C=CC=C(F)C=2)([OH:7])[C@@H:5]([CH:18](OC(=O)C2C=CC=C(F)C=2)[OH:19])[O:4][C@H:3]1[N:30]1[CH:37]=[CH:36][C:34]([NH2:35])=[N:33][C:31]1=[O:32].O.N. (7) Given the product [F:20][C:21]1[CH:28]=[CH:27][CH:26]=[CH:25][C:22]=1[CH2:23][N:16]1[CH2:15][CH2:14][CH:13]([NH:12][C:11]2[C:6]3[CH:5]=[C:4]([Cl:3])[S:19][C:7]=3[N:8]=[CH:9][N:10]=2)[CH2:18][CH2:17]1, predict the reactants needed to synthesize it. The reactants are: Cl.Cl.[Cl:3][C:4]1[S:19][C:7]2[N:8]=[CH:9][N:10]=[C:11]([NH:12][CH:13]3[CH2:18][CH2:17][NH:16][CH2:15][CH2:14]3)[C:6]=2[CH:5]=1.[F:20][C:21]1[CH:28]=[CH:27][CH:26]=[CH:25][C:22]=1[CH:23]=O. (8) Given the product [C:39]([O:38][C@@H:37]1[C@H:33]([O:32][C:29](=[O:31])[CH3:30])[C@@H:34]([C:46]2[N:47]=[N:48][N:49]([CH2:51][CH3:52])[N:50]=2)[O:35][C@H:36]1[N:14]1[CH:13]=[N:12][C:11]2[C:15]1=[N:16][C:17]([C:19]([O:21][CH3:22])=[O:20])=[N:18][C:10]=2[NH:9][CH2:8][CH:7]([C:1]1[CH:2]=[CH:3][CH:4]=[CH:5][CH:6]=1)[C:23]1[CH:28]=[CH:27][CH:26]=[CH:25][CH:24]=1)(=[O:41])[CH3:40], predict the reactants needed to synthesize it. The reactants are: [C:1]1([CH:7]([C:23]2[CH:28]=[CH:27][CH:26]=[CH:25][CH:24]=2)[CH2:8][NH:9][C:10]2[N:18]=[C:17]([C:19]([O:21][CH3:22])=[O:20])[N:16]=[C:15]3[C:11]=2[N:12]=[CH:13][NH:14]3)[CH:6]=[CH:5][CH:4]=[CH:3][CH:2]=1.[C:29]([O:32][C@H:33]1[C@@H:37]([O:38][C:39](=[O:41])[CH3:40])[CH:36](OC(=O)C)[O:35][C@@H:34]1[C:46]1[N:47]=[N:48][N:49]([CH2:51][CH3:52])[N:50]=1)(=[O:31])[CH3:30].C[Si](OS(C(F)(F)F)(=O)=O)(C)C. (9) Given the product [CH2:1]([O:4][C:5]1[S:6][C:7]([CH:10]=[C:13]([C:12]#[N:16])[C:14]#[N:15])=[CH:8][N:9]=1)[C:2]#[CH:3], predict the reactants needed to synthesize it. The reactants are: [CH2:1]([O:4][C:5]1[S:6][C:7]([CH:10]=O)=[CH:8][N:9]=1)[C:2]#[CH:3].[C:12](#[N:16])[CH2:13][C:14]#[N:15]. (10) Given the product [OH:27][CH2:26][CH2:25][CH2:24][C:21]1[CH:20]=[CH:19][C:18]([C:17]#[C:16][C:11]2[CH:12]=[C:13]3[C:8](=[CH:9][CH:10]=2)[CH:7]=[C:6]([OH:5])[CH:15]=[CH:14]3)=[CH:23][CH:22]=1, predict the reactants needed to synthesize it. The reactants are: C([Si](C(C)C)(C(C)C)[O:5][C:6]1[CH:7]=[C:8]2[C:13](=[CH:14][CH:15]=1)[CH:12]=[C:11]([C:16]#[C:17][C:18]1[CH:23]=[CH:22][C:21]([CH2:24][CH2:25][CH2:26][OH:27])=[CH:20][CH:19]=1)[CH:10]=[CH:9]2)(C)C.[F-].C([N+](CCCC)(CCCC)CCCC)CCC.